From a dataset of Peptide-MHC class II binding affinity with 134,281 pairs from IEDB. Regression. Given a peptide amino acid sequence and an MHC pseudo amino acid sequence, predict their binding affinity value. This is MHC class II binding data. The MHC is DRB1_0405 with pseudo-sequence DRB1_0405. The peptide sequence is FMVAMFLAVAVVLGL. The binding affinity (normalized) is 0.390.